Dataset: Reaction yield outcomes from USPTO patents with 853,638 reactions. Task: Predict the reaction yield, written as a fraction of the theoretical maximum amount of product (1.0 means a 100% yield; for example, 0.34 means a 34% yield). (1) The reactants are [C:1]([O:5][C:6]([N:8]1[C@H:17]([C:18]([OH:20])=O)[CH2:16][C:15]2[C:10](=[CH:11][C:12]([N+:21]([O-:23])=[O:22])=[CH:13][CH:14]=2)[CH2:9]1)=[O:7])([CH3:4])([CH3:3])[CH3:2].C(Cl)CCl.C1C=NC2N(O)N=NC=2C=1.[C@H:38]1([NH2:48])[C:47]2[C:42](=[CH:43][CH:44]=[CH:45][CH:46]=2)[CH2:41][CH2:40][CH2:39]1.CN1CCOCC1. The catalyst is CN(C=O)C.CCOC(C)=O.C([O-])(O)=O.[Na+]. The product is [N+:21]([C:12]1[CH:11]=[C:10]2[C:15]([CH2:16][C@@H:17]([C:18](=[O:20])[NH:48][C@H:38]3[C:47]4[C:42](=[CH:43][CH:44]=[CH:45][CH:46]=4)[CH2:41][CH2:40][CH2:39]3)[N:8]([C:6]([O:5][C:1]([CH3:2])([CH3:3])[CH3:4])=[O:7])[CH2:9]2)=[CH:14][CH:13]=1)([O-:23])=[O:22]. The yield is 0.870. (2) The reactants are [F:1][C:2]1[CH:8]=[CH:7][CH:6]=[CH:5][C:3]=1[NH2:4].C(=O)([O-])[O-].[K+].[K+].[C:15](Cl)(=[O:24])[CH:16]=[CH:17][C:18]1[CH:23]=[CH:22][CH:21]=[CH:20][CH:19]=1. The catalyst is O.CC(C)=O. The product is [F:1][C:2]1[CH:8]=[CH:7][CH:6]=[CH:5][C:3]=1[NH:4][C:15](=[O:24])[CH:16]=[CH:17][C:18]1[CH:23]=[CH:22][CH:21]=[CH:20][CH:19]=1. The yield is 1.03.